From a dataset of Catalyst prediction with 721,799 reactions and 888 catalyst types from USPTO. Predict which catalyst facilitates the given reaction. (1) Reactant: [CH3:1][Si:2]([CH3:25])([CH3:24])[CH2:3][CH2:4][O:5][CH2:6][N:7]1[C:11]2[CH:12]=[N+:13]([O-:18])[C:14]([C:16]#[N:17])=[CH:15][C:10]=2[C:9]2=[CH:19][CH:20]=[CH:21][N+:22]([O-])=[C:8]12.CS([Cl:30])(=O)=O. Product: [Cl:30][C:21]1[CH:20]=[CH:19][C:9]2[C:10]3[CH:15]=[C:14]([C:16]#[N:17])[N+:13]([O-:18])=[CH:12][C:11]=3[N:7]([CH2:6][O:5][CH2:4][CH2:3][Si:2]([CH3:25])([CH3:24])[CH3:1])[C:8]=2[N:22]=1. The catalyst class is: 288. (2) Reactant: NC(N)=O.[C:5]([C:9]1[CH:13]=[C:12]([NH:14][C:15]([NH:17][CH2:18][C:19]2[CH:24]=[C:23]([F:25])[CH:22]=[CH:21][C:20]=2[O:26][C:27]2[CH:28]=[C:29]3[C:33](=[CH:34][CH:35]=2)[N:32]([CH2:36][CH:37]=[O:38])[N:31]=[CH:30]3)=[O:16])[N:11]([C:39]2[CH:44]=[CH:43][C:42]([CH3:45])=[CH:41][CH:40]=2)[N:10]=1)([CH3:8])([CH3:7])[CH3:6].[BH4-].[Na+]. Product: [C:5]([C:9]1[CH:13]=[C:12]([NH:14][C:15]([NH:17][CH2:18][C:19]2[CH:24]=[C:23]([F:25])[CH:22]=[CH:21][C:20]=2[O:26][C:27]2[CH:28]=[C:29]3[C:33](=[CH:34][CH:35]=2)[N:32]([CH2:36][CH2:37][OH:38])[N:31]=[CH:30]3)=[O:16])[N:11]([C:39]2[CH:44]=[CH:43][C:42]([CH3:45])=[CH:41][CH:40]=2)[N:10]=1)([CH3:8])([CH3:7])[CH3:6]. The catalyst class is: 5. (3) The catalyst class is: 1. Reactant: OC1C(=O)NN=C(CCC2C=CC=CC=2)C=1.C([O:24][C:25]1[N:26]=[N:27][C:28](/[CH:39]=[CH:40]/[C:41]2[CH:46]=[C:45]([F:47])[C:44]([C:48]([F:51])([F:50])[F:49])=[C:43]([F:52])[CH:42]=2)=[CH:29][C:30]=1[O:31]CC1C=CC=CC=1)C1C=CC=CC=1. Product: [F:52][C:43]1[CH:42]=[C:41]([CH2:40][CH2:39][C:28]2[CH:29]=[C:30]([OH:31])[C:25](=[O:24])[NH:26][N:27]=2)[CH:46]=[C:45]([F:47])[C:44]=1[C:48]([F:49])([F:50])[F:51]. (4) Reactant: C(OC([N:8]1[CH2:13][CH2:12][CH:11]([C:14]2[S:15][CH:16]=[C:17]([CH2:19][O:20][C:21]3[CH:26]=[CH:25][C:24]([S:27]([CH3:30])(=[O:29])=[O:28])=[CH:23][CH:22]=3)[N:18]=2)[CH2:10][CH2:9]1)=O)(C)(C)C.[ClH:31]. Product: [CH3:30][S:27]([C:24]1[CH:23]=[CH:22][C:21]([O:20][CH2:19][C:17]2[N:18]=[C:14]([CH:11]3[CH2:12][CH2:13][NH:8][CH2:9][CH2:10]3)[S:15][CH:16]=2)=[CH:26][CH:25]=1)(=[O:28])=[O:29].[ClH:31]. The catalyst class is: 71. (5) Reactant: [N:1]1[C:10]2[C:5](=[CH:6][CH:7]=[C:8]([C:11]3[CH:12]=[C:13]([CH:18]=[CH:19][CH:20]=3)[C:14]([O:16]C)=[O:15])[N:9]=2)[CH:4]=[CH:3][C:2]=1[C:21]1[CH:22]=[C:23]([CH:28]=[CH:29][CH:30]=1)[C:24]([O:26]C)=[O:25]. Product: [N:1]1[C:10]2[C:5](=[CH:6][CH:7]=[C:8]([C:11]3[CH:12]=[C:13]([CH:18]=[CH:19][CH:20]=3)[C:14]([OH:16])=[O:15])[N:9]=2)[CH:4]=[CH:3][C:2]=1[C:21]1[CH:22]=[C:23]([CH:28]=[CH:29][CH:30]=1)[C:24]([OH:26])=[O:25]. The catalyst class is: 702. (6) Reactant: [NH2:1][C:2]1[CH:10]=[CH:9][C:8]([Br:11])=[CH:7][C:3]=1C(O)=O.[CH3:12][Mg]Br.CC[O:17][CH2:18][CH3:19].Cl.[OH-].[Na+]. Product: [NH2:1][C:2]1[CH:10]=[CH:9][C:8]([Br:11])=[CH:7][C:3]=1[C:18]([OH:17])([CH3:19])[CH3:12]. The catalyst class is: 54. (7) Reactant: CN(C(ON1N=NC2C=CC=NC1=2)=[N+](C)C)C.F[P-](F)(F)(F)(F)F.C(N(CC)CC)C.[CH2:32]1[C:35]2([CH2:40][CH2:39][NH:38][CH2:37][CH2:36]2)[CH2:34][O:33]1.Cl.[C:42]([CH2:45][C@@H:46]1[N:52]=[C:51]([C:53]2[CH:58]=[CH:57][C:56]([Cl:59])=[CH:55][CH:54]=2)[C:50]2[C:60]([CH3:64])=[C:61]([CH3:63])[S:62][C:49]=2[N:48]2[C:65]([CH3:68])=[NH+:66][N:67]=[C:47]12)(O)=[O:43]. Product: [Cl:59][C:56]1[CH:55]=[CH:54][C:53]([C:51]2[C:50]3[C:60]([CH3:64])=[C:61]([CH3:63])[S:62][C:49]=3[N:48]3[C:65]([CH3:68])=[N:66][N:67]=[C:47]3[C@H:46]([CH2:45][C:42]([CH:37]3[NH:38][CH2:39][CH2:40][C:35]4([CH2:34][O:33][CH2:32]4)[CH2:36]3)=[O:43])[N:52]=2)=[CH:58][CH:57]=1. The catalyst class is: 18. (8) Reactant: C[Si](C=[N+]=[N-])(C)C.[Br:8][C:9]1[CH:14]=[CH:13][C:12]([CH2:15][C:16]([OH:18])=[O:17])=[C:11]([F:19])[CH:10]=1.[CH3:20]O. Product: [Br:8][C:9]1[CH:14]=[CH:13][C:12]([CH2:15][C:16]([O:18][CH3:20])=[O:17])=[C:11]([F:19])[CH:10]=1. The catalyst class is: 11.